This data is from Full USPTO retrosynthesis dataset with 1.9M reactions from patents (1976-2016). The task is: Predict the reactants needed to synthesize the given product. (1) Given the product [CH3:14][C:13]([CH3:16])([CH3:15])[C:12]#[C:11][C:7]1[S:6][C:5]([C:3]([O:2][CH3:1])=[O:4])=[C:9]([NH:17][C@H:18]2[CH2:22][CH2:21][N:20]([CH2:23][CH2:24][O:25][CH3:26])[C:19]2=[O:27])[CH:8]=1, predict the reactants needed to synthesize it. The reactants are: [CH3:1][O:2][C:3]([C:5]1[S:6][C:7]([C:11]#[C:12][C:13]([CH3:16])([CH3:15])[CH3:14])=[CH:8][C:9]=1Br)=[O:4].[NH2:17][C@H:18]1[CH2:22][CH2:21][N:20]([CH2:23][CH2:24][O:25][CH3:26])[C:19]1=[O:27].C([O-])([O-])=O.[Cs+].[Cs+]. (2) Given the product [Cl:1][C:2]1[CH:3]=[C:4]([C:9]2([CH:15]([OH:16])[C:17]3[CH:22]=[CH:21][CH:20]=[CH:19][N:18]=3)[CH2:14][CH2:13][N:12]([C:33]([O:34][C:4]([CH3:9])([CH3:5])[CH3:3])=[O:32])[CH2:11][CH2:10]2)[CH:5]=[CH:6][C:7]=1[Cl:8], predict the reactants needed to synthesize it. The reactants are: [Cl:1][C:2]1[CH:3]=[C:4]([C:9]2([C:15]([CH:17]3[CH2:22][CH2:21][CH2:20][CH2:19][N:18]3C(OC(C)(C)C)=O)=[O:16])[CH:14]=[CH:13][NH:12][CH:11]=[CH:10]2)[CH:5]=[CH:6][C:7]=1[Cl:8].[BH4-].[Na+].[OH2:32].[CH3:33][OH:34]. (3) Given the product [C:39]([O:38][C:36]([N:33]1[CH2:34][CH2:35][CH:30]([NH:29][S:2]([C:5]2[CH:14]=[CH:13][C:12]3[NH:11][C:10](=[O:15])[C:9]4[NH:16][CH:17]=[C:18]([C:19]([OH:21])=[O:20])[C:8]=4[C:7]=3[CH:6]=2)(=[O:4])=[O:3])[CH2:31][CH2:32]1)=[O:37])([CH3:42])([CH3:40])[CH3:41], predict the reactants needed to synthesize it. The reactants are: Cl[S:2]([C:5]1[CH:14]=[CH:13][C:12]2[NH:11][C:10](=[O:15])[C:9]3[NH:16][CH:17]=[C:18]([C:19]([OH:21])=[O:20])[C:8]=3[C:7]=2[CH:6]=1)(=[O:4])=[O:3].C(N(CC)CC)C.[NH2:29][CH:30]1[CH2:35][CH2:34][N:33]([C:36]([O:38][C:39]([CH3:42])([CH3:41])[CH3:40])=[O:37])[CH2:32][CH2:31]1. (4) The reactants are: [F:1][C:2]1[CH:10]=[N:9][CH:8]=[CH:7][C:3]=1[C:4]([OH:6])=[O:5].[CH2:11](O)[CH3:12]. Given the product [F:1][C:2]1[CH:10]=[N:9][CH:8]=[CH:7][C:3]=1[C:4]([O:6][CH2:11][CH3:12])=[O:5], predict the reactants needed to synthesize it. (5) Given the product [F:1][C:2]1[CH:3]=[CH:4][C:5]([CH2:8][C:9]2[C:10]([N:16]3[CH2:22][C:21]4[CH:23]=[C:24]([C:27]5[CH:28]=[C:29]([NH2:34])[C:30]([NH2:33])=[N:31][CH:32]=5)[CH:25]=[CH:26][C:20]=4[O:19][CH2:18][CH2:17]3)=[N:11][CH:12]=[N:13][C:14]=2[CH3:15])=[CH:6][CH:7]=1, predict the reactants needed to synthesize it. The reactants are: [F:1][C:2]1[CH:7]=[CH:6][C:5]([CH2:8][C:9]2[C:10]([N:16]3[CH2:22][C:21]4[CH:23]=[C:24]([C:27]5[CH:28]=[C:29]([N+:34]([O-])=O)[C:30]([NH2:33])=[N:31][CH:32]=5)[CH:25]=[CH:26][C:20]=4[O:19][CH2:18][CH2:17]3)=[N:11][CH:12]=[N:13][C:14]=2[CH3:15])=[CH:4][CH:3]=1.[Sn](Cl)Cl. (6) Given the product [C:10]([C@@H:9]1[N:5]([C:3](=[O:4])[CH2:2][NH:15][CH:16]2[CH2:20][CH2:19][CH2:18][C@@H:17]2[OH:21])[C@H:6]([C:12]#[N:13])[CH2:7][CH2:8]1)#[CH:11], predict the reactants needed to synthesize it. The reactants are: Cl[CH2:2][C:3]([N:5]1[C@@H:9]([C:10]#[CH:11])[CH2:8][CH2:7][C@H:6]1[C:12]#[N:13])=[O:4].Cl.[NH2:15][C@@H:16]1[CH2:20][CH2:19][CH2:18][C@H:17]1[OH:21].C(N(CC)CC)C. (7) Given the product [F:27][CH2:26][CH2:25][N:1]1[CH2:6][CH2:5][CH:4]([C:7]2[CH:12]=[CH:11][CH:10]=[C:9]([C:13]([F:15])([F:16])[F:14])[C:8]=2[OH:17])[CH2:3][CH2:2]1, predict the reactants needed to synthesize it. The reactants are: [NH:1]1[CH2:6][CH2:5][CH:4]([C:7]2[CH:12]=[CH:11][CH:10]=[C:9]([C:13]([F:16])([F:15])[F:14])[C:8]=2[OH:17])[CH2:3][CH2:2]1.C(=O)([O-])[O-].[K+].[K+].Br[CH2:25][CH2:26][F:27].CS(OC1C=CC=C(C2CCNCC2)C=1F)(=O)=O.